The task is: Predict the reactants needed to synthesize the given product.. This data is from Full USPTO retrosynthesis dataset with 1.9M reactions from patents (1976-2016). (1) Given the product [CH3:20][O:19][C:17]1[C:16]([O:21][CH3:22])=[CH:15][C:14]2[N:10]([C:8]3[S:9][C:5]([C:3]([OH:2])=[O:4])=[C:6]([C:32]4[C:33]5[C:28](=[CH:27][CH:26]=[CH:25][CH:24]=5)[CH:29]=[CH:30][CH:31]=4)[N:7]=3)[CH:11]=[N:12][C:13]=2[CH:18]=1, predict the reactants needed to synthesize it. The reactants are: C[O:2][C:3]([C:5]1[S:9][C:8]([N:10]2[C:14]3[CH:15]=[C:16]([O:21][CH3:22])[C:17]([O:19][CH3:20])=[CH:18][C:13]=3[N:12]=[CH:11]2)=[N:7][C:6]=1Br)=[O:4].[C:24]1(B(O)O)[C:33]2[C:28](=[CH:29][CH:30]=[CH:31][CH:32]=2)[CH:27]=[CH:26][CH:25]=1. (2) The reactants are: C(B(CC)OC)C.[Cl:8][CH2:9][CH:10]([OH:24])[CH2:11][C:12](=[O:23])[CH2:13][C:14]([N:16]([CH:20]([CH3:22])[CH3:21])[CH:17]([CH3:19])[CH3:18])=[O:15].O1CCCC1.[BH4-].[Na+]. Given the product [Cl:8][CH2:9][C@@H:10]([OH:24])[CH2:11][C@@H:12]([OH:23])[CH2:13][C:14]([N:16]([CH:17]([CH3:19])[CH3:18])[CH:20]([CH3:21])[CH3:22])=[O:15], predict the reactants needed to synthesize it. (3) Given the product [O:34]1[CH2:33][CH2:32][O:35][CH:31]1[C:25]1[CH:30]=[CH:29][C:28]([C:6]2[CH:7]=[CH:8][CH:3]=[C:4]([CH2:15][NH:16][C:17](=[O:24])[C:18]3[CH:23]=[CH:22][CH:21]=[CH:20][CH:19]=3)[CH:5]=2)=[CH:27][CH:26]=1, predict the reactants needed to synthesize it. The reactants are: C([C:3]1[CH:8]=[CH:7][C:6](C2C=CC=CC=2)=[CH:5][C:4]=1[CH2:15][NH:16][C:17](=[O:24])[C:18]1[CH:23]=[CH:22][CH:21]=[CH:20][CH:19]=1)=O.[C:25]1([CH3:31])[CH:30]=[CH:29][CH:28]=[CH:27][CH:26]=1.[CH2:32]([OH:35])[CH2:33][OH:34]. (4) Given the product [CH2:38]([C:2]1[C:3]([CH3:29])=[C:4]([C:15]([NH:18][S:19]([C:22]2[CH:27]=[CH:26][C:25]([F:28])=[CH:24][CH:23]=2)(=[O:20])=[O:21])=[CH:16][CH:17]=1)[C:5]([OH:7])=[O:6])[CH2:39][CH2:40][CH3:41], predict the reactants needed to synthesize it. The reactants are: Br[C:2]1[C:3]([CH3:29])=[C:4]([C:15]([NH:18][S:19]([C:22]2[CH:27]=[CH:26][C:25]([F:28])=[CH:24][CH:23]=2)(=[O:21])=[O:20])=[CH:16][CH:17]=1)[C:5]([O:7]CC1C=CC=CC=1)=[O:6].P([O-])([O-])([O-])=O.[K+].[K+].[K+].[CH2:38](B(O)O)[CH2:39][CH2:40][CH3:41].C1(C)C=CC=CC=1. (5) Given the product [Br:24][C:7]1[N:6]=[C:5]([C:3]([N:2]([CH3:23])[CH3:1])=[O:4])[C:10](=[O:11])[N:9]([C:12]2[CH:17]=[CH:16][CH:15]=[C:14]([C:18]([F:21])([F:19])[F:20])[CH:13]=2)[C:8]=1[CH3:22], predict the reactants needed to synthesize it. The reactants are: [CH3:1][N:2]([CH3:23])[C:3]([C:5]1[C:10](=[O:11])[N:9]([C:12]2[CH:17]=[CH:16][CH:15]=[C:14]([C:18]([F:21])([F:20])[F:19])[CH:13]=2)[C:8]([CH3:22])=[CH:7][N:6]=1)=[O:4].[Br:24]N1C(=O)CCC1=O.